This data is from Forward reaction prediction with 1.9M reactions from USPTO patents (1976-2016). The task is: Predict the product of the given reaction. Given the reactants [C:1]([C:5]1[CH:38]=[CH:37][C:8]([C:9]([NH:11]C(C2C=CC(C3C=CN=C4NC(C5C=NN(C)C=5)=NC=34)=CC=2F)(C)C)=[O:10])=[CH:7][CH:6]=1)([CH3:4])([CH3:3])[CH3:2].[Br:39][C:40]1[CH:45]=[CH:44][C:43]([CH2:46]N)=[C:42]([CH3:48])[CH:41]=1.C(=O)(O)[O-].[Na+].O.C1COCC1, predict the reaction product. The product is: [Br:39][C:40]1[CH:45]=[CH:44][C:43]([CH2:46][NH:11][C:9](=[O:10])[C:8]2[CH:7]=[CH:6][C:5]([C:1]([CH3:3])([CH3:2])[CH3:4])=[CH:38][CH:37]=2)=[C:42]([CH3:48])[CH:41]=1.